From a dataset of Forward reaction prediction with 1.9M reactions from USPTO patents (1976-2016). Predict the product of the given reaction. Given the reactants Br[C:2]1[C:3]([O:31][CH3:32])=[CH:4][C:5]2[CH2:6][CH2:7][N:8]3[C:14]4[C:15](=[O:25])[N:16]([C:21]([CH3:24])([CH3:23])[CH3:22])[CH2:17][CH2:18][O:19][CH2:20][C:13]=4[C:12]([C:26]4[S:30][CH:29]=[N:28][CH:27]=4)=[C:9]3[C:10]=2[CH:11]=1.C([Sn](CCCC)(CCCC)[C:38]1[S:42][CH:41]=[N:40][CH:39]=1)CCC, predict the reaction product. The product is: [C:21]([N:16]1[C:15](=[O:25])[C:14]2[N:8]3[CH2:7][CH2:6][C:5]4[CH:4]=[C:3]([O:31][CH3:32])[C:2]([C:38]5[S:42][CH:41]=[N:40][CH:39]=5)=[CH:11][C:10]=4[C:9]3=[C:12]([C:26]3[S:30][CH:29]=[N:28][CH:27]=3)[C:13]=2[CH2:20][O:19][CH2:18][CH2:17]1)([CH3:22])([CH3:24])[CH3:23].